Dataset: Forward reaction prediction with 1.9M reactions from USPTO patents (1976-2016). Task: Predict the product of the given reaction. (1) The product is: [Br:1][C:2]1[CH:3]=[C:4]2[C:9](=[CH:10][CH:11]=1)[C:8](=[O:12])[NH:7][C:6](=[O:13])/[C:5]/2=[CH:14]\[NH:22][CH2:23][CH2:24][CH2:25][C:26]([OH:28])=[O:27]. Given the reactants [Br:1][C:2]1[CH:3]=[C:4]2[C:9](=[CH:10][CH:11]=1)[C:8](=[O:12])[NH:7][C:6](=[O:13])/[C:5]/2=[CH:14]/OC.CN(C)C=O.[NH2:22][CH2:23][CH2:24][CH2:25][C:26]([OH:28])=[O:27], predict the reaction product. (2) Given the reactants [F:1][C:2]([F:27])([F:26])[CH2:3][NH:4][C:5]([C:7]1([CH2:21][CH2:22][CH2:23][CH2:24]Br)[C:20]2[CH:19]=[CH:18][CH:17]=[CH:16][C:15]=2[O:14][C:13]2[C:8]1=[CH:9][CH:10]=[CH:11][CH:12]=2)=[O:6].[CH3:28][O:29][C:30]1[CH:31]=[CH:32][CH:33]=[C:34]2[C:39]=1[N:38]=[C:37]([N:40]1[CH2:45][CH2:44][NH:43][CH2:42][CH2:41]1)[CH:36]=[CH:35]2, predict the reaction product. The product is: [F:1][C:2]([F:27])([F:26])[CH2:3][NH:4][C:5]([C:7]1([CH2:21][CH2:22][CH2:23][CH2:24][N:43]2[CH2:44][CH2:45][N:40]([C:37]3[CH:36]=[CH:35][C:34]4[C:39](=[C:30]([O:29][CH3:28])[CH:31]=[CH:32][CH:33]=4)[N:38]=3)[CH2:41][CH2:42]2)[C:20]2[CH:19]=[CH:18][CH:17]=[CH:16][C:15]=2[O:14][C:13]2[C:8]1=[CH:9][CH:10]=[CH:11][CH:12]=2)=[O:6].